From a dataset of NCI-60 drug combinations with 297,098 pairs across 59 cell lines. Regression. Given two drug SMILES strings and cell line genomic features, predict the synergy score measuring deviation from expected non-interaction effect. (1) Drug 1: CCCS(=O)(=O)NC1=C(C(=C(C=C1)F)C(=O)C2=CNC3=C2C=C(C=N3)C4=CC=C(C=C4)Cl)F. Drug 2: CC1=C(C=C(C=C1)C(=O)NC2=CC(=CC(=C2)C(F)(F)F)N3C=C(N=C3)C)NC4=NC=CC(=N4)C5=CN=CC=C5. Cell line: MCF7. Synergy scores: CSS=4.73, Synergy_ZIP=1.63, Synergy_Bliss=7.13, Synergy_Loewe=5.19, Synergy_HSA=5.36. (2) Drug 1: CC1=CC=C(C=C1)C2=CC(=NN2C3=CC=C(C=C3)S(=O)(=O)N)C(F)(F)F. Drug 2: CNC(=O)C1=NC=CC(=C1)OC2=CC=C(C=C2)NC(=O)NC3=CC(=C(C=C3)Cl)C(F)(F)F. Cell line: DU-145. Synergy scores: CSS=1.41, Synergy_ZIP=2.07, Synergy_Bliss=6.07, Synergy_Loewe=2.68, Synergy_HSA=1.91. (3) Drug 1: CC(C1=C(C=CC(=C1Cl)F)Cl)OC2=C(N=CC(=C2)C3=CN(N=C3)C4CCNCC4)N. Drug 2: N.N.Cl[Pt+2]Cl. Cell line: SW-620. Synergy scores: CSS=6.24, Synergy_ZIP=-1.06, Synergy_Bliss=0.245, Synergy_Loewe=-13.0, Synergy_HSA=-4.31.